From a dataset of Catalyst prediction with 721,799 reactions and 888 catalyst types from USPTO. Predict which catalyst facilitates the given reaction. Reactant: [Cl:1][C:2]1[C:7]([O:8][CH:9]2[CH2:14][CH2:13][NH:12][CH2:11][CH2:10]2)=[CH:6][CH:5]=[CH:4][C:3]=1[C@H:15]([O:17][C:18]1[CH:22]=[C:21]([N:23]2[C:27]3[CH:28]=[CH:29][C:30]([C:32]4[CH:33]=[N:34][N:35]([CH3:37])[CH:36]=4)=[CH:31][C:26]=3[N:25]=[CH:24]2)[S:20][C:19]=1[C:38]([NH2:40])=[O:39])[CH3:16].C=O.[C:43](O)(=O)C.C(O[BH-](OC(=O)C)OC(=O)C)(=O)C.[Na+]. Product: [Cl:1][C:2]1[C:7]([O:8][CH:9]2[CH2:14][CH2:13][N:12]([CH3:43])[CH2:11][CH2:10]2)=[CH:6][CH:5]=[CH:4][C:3]=1[C@H:15]([O:17][C:18]1[CH:22]=[C:21]([N:23]2[C:27]3[CH:28]=[CH:29][C:30]([C:32]4[CH:33]=[N:34][N:35]([CH3:37])[CH:36]=4)=[CH:31][C:26]=3[N:25]=[CH:24]2)[S:20][C:19]=1[C:38]([NH2:40])=[O:39])[CH3:16]. The catalyst class is: 61.